This data is from Full USPTO retrosynthesis dataset with 1.9M reactions from patents (1976-2016). The task is: Predict the reactants needed to synthesize the given product. (1) Given the product [Cl:1][C:2]1[C:3]([OH:24])=[C:4]2[C:9](=[CH:10][CH:11]=1)[O:8][CH:7]([C:12]([F:15])([F:14])[F:13])[C:6]([C:16]([OH:18])=[O:17])=[CH:5]2, predict the reactants needed to synthesize it. The reactants are: [Cl:1][C:2]1[C:3](F)=[C:4]2[C:9](=[CH:10][CH:11]=1)[O:8][CH:7]([C:12]([F:15])([F:14])[F:13])[C:6]([C:16]([O:18]CC)=[O:17])=[CH:5]2.CS(CCO)(=O)=[O:24].[H-].[Na+]. (2) Given the product [CH3:36][O:37]/[N:38]=[CH:41]/[C:25]1[CH:24]=[CH:21][C:20]([O:19][C:16]2[CH:17]=[N:18][C:13]([C:10]([F:12])([F:11])[C:9]([C:3]3[CH:4]=[CH:5][C:6]([F:8])=[CH:7][C:2]=3[F:1])([OH:34])[CH2:28][N:29]3[CH:33]=[N:32][N:31]=[N:30]3)=[CH:14][CH:15]=2)=[N:27][CH:26]=1, predict the reactants needed to synthesize it. The reactants are: [F:1][C:2]1[CH:7]=[C:6]([F:8])[CH:5]=[CH:4][C:3]=1[C:9]([OH:34])([CH2:28][N:29]1[CH:33]=[N:32][N:31]=[N:30]1)[C:10]([C:13]1[N:18]=[CH:17][C:16]([O:19][C:20]2[N:27]=[CH:26][CH:25]=[CH:24][C:21]=2C=O)=[CH:15][CH:14]=1)([F:12])[F:11].Cl.[CH3:36][O:37][NH2:38].N#N.[CH3:41]CO.